This data is from Reaction yield outcomes from USPTO patents with 853,638 reactions. The task is: Predict the reaction yield, written as a fraction of the theoretical maximum amount of product (1.0 means a 100% yield; for example, 0.34 means a 34% yield). (1) The reactants are Cl.[CH2:2]1[C:5]2([CH2:10][CH2:9][N:8]([C:11]([O:13][C:14]([CH3:17])([CH3:16])[CH3:15])=[O:12])[CH2:7][CH2:6]2)[CH2:4][NH:3]1.[N:18]1[N:19]([C:23]2[CH:24]=[C:25]3[C:29](=[CH:30][CH:31]=2)[C:28](=O)[CH2:27][CH2:26]3)[N:20]=[CH:21][CH:22]=1.C(N(CC)CC)C.C(O[BH-](OC(=O)C)OC(=O)C)(=O)C.[Na+]. The catalyst is ClCCl.CC(C)[O-].[Ti+4].CC(C)[O-].CC(C)[O-].CC(C)[O-]. The product is [N:18]1[N:19]([C:23]2[CH:24]=[C:25]3[C:29](=[CH:30][CH:31]=2)[C@H:28]([N:3]2[CH2:4][C:5]4([CH2:6][CH2:7][N:8]([C:11]([O:13][C:14]([CH3:17])([CH3:16])[CH3:15])=[O:12])[CH2:9][CH2:10]4)[CH2:2]2)[CH2:27][CH2:26]3)[N:20]=[CH:21][CH:22]=1. The yield is 0.230. (2) The reactants are [Br:1][C:2]1[CH:3]=[C:4]([O:10][C:11]2[C:12]([CH3:18])=[N:13][N:14]([CH3:17])[C:15]=2[CH3:16])[C:5]([C:8]#[N:9])=[N:6][CH:7]=1.[OH:19]S(O)(=O)=O.[OH-].[Na+]. The catalyst is O. The product is [Br:1][C:2]1[CH:3]=[C:4]([O:10][C:11]2[C:12]([CH3:18])=[N:13][N:14]([CH3:17])[C:15]=2[CH3:16])[C:5]([C:8]([NH2:9])=[O:19])=[N:6][CH:7]=1. The yield is 1.00.